This data is from Full USPTO retrosynthesis dataset with 1.9M reactions from patents (1976-2016). The task is: Predict the reactants needed to synthesize the given product. (1) Given the product [I:1][C:2]1[CH:9]=[CH:8][C:7]([C:10]([F:11])([F:12])[F:13])=[CH:6][C:3]=1[CH:4]1[O:5][C:21](=[O:23])[NH:14][CH2:17]1, predict the reactants needed to synthesize it. The reactants are: [I:1][C:2]1[CH:9]=[CH:8][C:7]([C:10]([F:13])([F:12])[F:11])=[CH:6][C:3]=1[CH:4]=[O:5].[N+:14]([CH3:17])([O-])=O.[OH-].[Na+].C[C:21]([OH:23])=O. (2) Given the product [CH3:10][O:9][C:7]([C:6]1[CH:11]=[C:2]([C:17]#[C:16][C:18]23[CH2:27][CH:22]4[CH2:23][CH:24]([CH2:26][CH:20]([CH2:21]4)[CH2:19]2)[CH2:25]3)[CH:3]=[C:4]([C:12]([O:14][CH3:15])=[O:13])[CH:5]=1)=[O:8], predict the reactants needed to synthesize it. The reactants are: Br[C:2]1[CH:3]=[C:4]([C:12]([O:14][CH3:15])=[O:13])[CH:5]=[C:6]([CH:11]=1)[C:7]([O:9][CH3:10])=[O:8].[C:16]([C:18]12[CH2:27][CH:22]3[CH2:23][CH:24]([CH2:26][CH:20]([CH2:21]3)[CH2:19]1)[CH2:25]2)#[CH:17].C(N(CC)CC)C. (3) Given the product [ClH:1].[C:2]1([C:8]2[C:17]([CH3:18])=[CH:16][C:15]3[C:10](=[C:11]([CH:19]([OH:26])[CH2:20][N:21]([CH2:24][CH3:25])[CH2:22][CH3:23])[CH:12]=[CH:13][CH:14]=3)[N:9]=2)[CH:3]=[CH:4][CH:5]=[CH:6][CH:7]=1, predict the reactants needed to synthesize it. The reactants are: [ClH:1].[C:2]1([C:8]2[C:17]([CH3:18])=[CH:16][C:15]3[C:10](=[C:11]([CH:19]([OH:26])[CH2:20][N:21]([CH2:24][CH3:25])[CH2:22][CH3:23])[CH:12]=[CH:13][CH:14]=3)[N:9]=2)[CH:7]=[CH:6][CH:5]=[CH:4][CH:3]=1. (4) Given the product [CH2:1]([C@H:8]1[N:13]([C:14]([C:16]2[N:17]=[CH:18][N:19]([CH:27]3[CH2:33][CH2:32][CH2:31][CH2:30][N:29]([C:43]4[CH:48]=[CH:47][CH:46]=[CH:45][CH:44]=4)[C:28]3=[O:34])[C:20]=2[C:21]2[CH:26]=[CH:25][CH:24]=[CH:23][CH:22]=2)=[O:15])[CH2:12][CH2:11][N:10]([C:35]([O:37][C:38]([CH3:41])([CH3:40])[CH3:39])=[O:36])[CH2:9]1)[C:2]1[CH:7]=[CH:6][CH:5]=[CH:4][CH:3]=1, predict the reactants needed to synthesize it. The reactants are: [CH2:1]([C@H:8]1[N:13]([C:14]([C:16]2[N:17]=[CH:18][N:19]([CH:27]3[CH2:33][CH2:32][CH2:31][CH2:30][NH:29][C:28]3=[O:34])[C:20]=2[C:21]2[CH:26]=[CH:25][CH:24]=[CH:23][CH:22]=2)=[O:15])[CH2:12][CH2:11][N:10]([C:35]([O:37][C:38]([CH3:41])([CH3:40])[CH3:39])=[O:36])[CH2:9]1)[C:2]1[CH:7]=[CH:6][CH:5]=[CH:4][CH:3]=1.I[C:43]1[CH:48]=[CH:47][CH:46]=[CH:45][CH:44]=1.C(N)CN.P([O-])([O-])([O-])=O.[K+].[K+].[K+]. (5) Given the product [F:21][C:22]([F:33])([F:32])[C:6]([NH:8][CH2:9][CH2:10][NH:11][C:12]1[CH:17]=[CH:16][C:15]([N+:18]([O-:20])=[O:19])=[CH:14][CH:13]=1)=[O:5], predict the reactants needed to synthesize it. The reactants are: C([O:5][C:6]([NH:8][CH2:9][CH2:10][NH:11][C:12]1[CH:17]=[CH:16][C:15]([N+:18]([O-:20])=[O:19])=[CH:14][CH:13]=1)=O)(C)(C)C.[F:21][C:22]([F:33])([F:32])C(OC(=O)[C:22]([F:33])([F:32])[F:21])=O. (6) Given the product [C:1]([O:4][CH2:5][C:6]([CH3:19])([CH3:18])[CH2:7][O:8][C:9]1[CH:14]=[CH:13][CH:12]=[C:11]([NH:15][S:20](=[O:23])(=[O:22])[NH2:21])[C:10]=1[C:16]#[N:17])(=[O:3])[CH3:2], predict the reactants needed to synthesize it. The reactants are: [C:1]([O:4][CH2:5][C:6]([CH3:19])([CH3:18])[CH2:7][O:8][C:9]1[CH:14]=[CH:13][CH:12]=[C:11]([NH2:15])[C:10]=1[C:16]#[N:17])(=[O:3])[CH3:2].[S:20](Cl)(=[O:23])(=[O:22])[NH2:21]. (7) Given the product [CH3:1][C:2]1[CH:3]=[CH:4][C:5]([NH:11][C:12]2[CH:13]=[N:14][C:15]3[CH2:16][CH2:17][CH2:18][CH2:19][C:20]=3[CH:21]=2)=[C:6]([CH:10]=1)[C:7]([OH:9])=[O:8], predict the reactants needed to synthesize it. The reactants are: [CH3:1][C:2]1[CH:3]=[CH:4][C:5]([NH:11][C:12]2[CH:13]=[N:14][C:15]3[C:20]([CH:21]=2)=[CH:19][CH:18]=[CH:17][CH:16]=3)=[C:6]([CH:10]=1)[C:7]([OH:9])=[O:8]. (8) Given the product [Cl:1][C:2]1[CH:3]=[CH:4][C:5]([CH2:19][N:24]2[CH2:23][CH2:22][N:21]([C:27]([O:29][C:30]([CH3:33])([CH3:32])[CH3:31])=[O:28])[CH2:26][CH2:25]2)=[C:6]([N:8]2[CH2:9][CH2:10][CH:11]([C:14]([O:16][CH2:17][CH3:18])=[O:15])[CH2:12][CH2:13]2)[CH:7]=1, predict the reactants needed to synthesize it. The reactants are: [Cl:1][C:2]1[CH:3]=[CH:4][C:5]([CH:19]=O)=[C:6]([N:8]2[CH2:13][CH2:12][CH:11]([C:14]([O:16][CH2:17][CH3:18])=[O:15])[CH2:10][CH2:9]2)[CH:7]=1.[N:21]1([C:27]([O:29][C:30]([CH3:33])([CH3:32])[CH3:31])=[O:28])[CH2:26][CH2:25][NH:24][CH2:23][CH2:22]1.ClCCCl.[BH-](OC(C)=O)(OC(C)=O)OC(C)=O.[Na+].